Task: Predict the product of the given reaction.. Dataset: Forward reaction prediction with 1.9M reactions from USPTO patents (1976-2016) Given the reactants [Br:1][C:2]1[CH:15]=[C:14]2[C:5]([O:6][CH:7]3[CH:12]([C:13]42[C:19](=[O:20])[N:18]([CH3:21])[C:17](=O)[NH:16]4)[CH2:11][CH2:10][CH:9]([O:23][Si:24]([C:27]([CH3:30])([CH3:29])[CH3:28])([CH3:26])[CH3:25])[CH2:8]3)=[CH:4][CH:3]=1.COC1C=CC(P2(SP(C3C=CC(OC)=CC=3)(=S)S2)=[S:40])=CC=1, predict the reaction product. The product is: [Br:1][C:2]1[CH:15]=[C:14]2[C:5]([O:6][CH:7]3[CH:12]([C:13]42[C:19](=[O:20])[N:18]([CH3:21])[C:17](=[S:40])[NH:16]4)[CH2:11][CH2:10][CH:9]([O:23][Si:24]([C:27]([CH3:30])([CH3:29])[CH3:28])([CH3:26])[CH3:25])[CH2:8]3)=[CH:4][CH:3]=1.